Dataset: Aqueous solubility values for 9,982 compounds from the AqSolDB database. Task: Regression/Classification. Given a drug SMILES string, predict its absorption, distribution, metabolism, or excretion properties. Task type varies by dataset: regression for continuous measurements (e.g., permeability, clearance, half-life) or binary classification for categorical outcomes (e.g., BBB penetration, CYP inhibition). For this dataset (solubility_aqsoldb), we predict Y. (1) The molecule is NNc1ccccc1. The Y is 0.0700 log mol/L. (2) The molecule is O=C1OC([C@@H](O)CO)C(=O)[C-]1O.[Na+]. The Y is 0.511 log mol/L.